Predict the product of the given reaction. From a dataset of Forward reaction prediction with 1.9M reactions from USPTO patents (1976-2016). (1) Given the reactants [CH3:1][O:2][C:3]1[C:12]2[C:7](=[CH:8][CH:9]=[CH:10][CH:11]=2)[N:6]([CH3:13])[C:5](=[O:14])[C:4]=1B(O)O.Br[C:19]1[S:23][C:22]([N:24]([CH3:35])[CH:25]2[CH2:30][C:29]([CH3:32])([CH3:31])[NH:28][C:27]([CH3:34])([CH3:33])[CH2:26]2)=[N:21][N:20]=1.C([O-])([O-])=O.[Na+].[Na+], predict the reaction product. The product is: [CH3:1][O:2][C:3]1[C:12]2[C:7](=[CH:8][CH:9]=[CH:10][CH:11]=2)[N:6]([CH3:13])[C:5](=[O:14])[C:4]=1[C:19]1[S:23][C:22]([N:24]([CH3:35])[CH:25]2[CH2:30][C:29]([CH3:31])([CH3:32])[NH:28][C:27]([CH3:34])([CH3:33])[CH2:26]2)=[N:21][N:20]=1. (2) The product is: [F:1][C:2]1[CH:3]=[CH:4][C:5]2[O:10][CH2:9][CH2:8][NH:7][C:6]=2[CH:12]=1. Given the reactants [F:1][C:2]1[CH:3]=[CH:4][C:5]2[O:10][CH2:9][C:8](=O)[NH:7][C:6]=2[CH:12]=1.[H-].[Al+3].[Li+].[H-].[H-].[H-], predict the reaction product. (3) Given the reactants [NH2:1][C:2]1[C:7]([O:8][CH3:9])=[CH:6][C:5]([C:10]2[CH:15]=[CH:14][C:13]([C:16]([O:18][CH3:19])=[O:17])=[CH:12][CH:11]=2)=[C:4]([CH3:20])[CH:3]=1.Br[C:22]1[CH:27]=[C:26]([Br:28])[C:25]([Cl:29])=[CH:24][N:23]=1.CC1(C)C2C(=C(P(C3C=CC=CC=3)C3C=CC=CC=3)C=CC=2)OC2C(P(C3C=CC=CC=3)C3C=CC=CC=3)=CC=CC1=2.C([O-])([O-])=O.[Cs+].[Cs+], predict the reaction product. The product is: [Br:28][C:26]1[C:25]([Cl:29])=[CH:24][N:23]=[C:22]([NH:1][C:2]2[C:7]([O:8][CH3:9])=[CH:6][C:5]([C:10]3[CH:15]=[CH:14][C:13]([C:16]([O:18][CH3:19])=[O:17])=[CH:12][CH:11]=3)=[C:4]([CH3:20])[CH:3]=2)[CH:27]=1.